Dataset: Reaction yield outcomes from USPTO patents with 853,638 reactions. Task: Predict the reaction yield, written as a fraction of the theoretical maximum amount of product (1.0 means a 100% yield; for example, 0.34 means a 34% yield). (1) The reactants are [Cl:1][CH2:2][C:3](Cl)=[O:4].[CH3:6][NH:7][CH2:8][CH2:9][CH2:10][CH2:11][CH2:12][CH2:13][CH2:14][CH3:15]. The catalyst is C(OCC)C. The product is [CH3:6][N:7]([CH2:8][CH2:9][CH2:10][CH2:11][CH2:12][CH2:13][CH2:14][CH3:15])[C:3](=[O:4])[CH2:2][Cl:1]. The yield is 0.664. (2) The reactants are [Cl-].[NH4+].[Cl:3][C:4]1[C:9]([CH3:10])=[CH:8][C:7]([N+:11]([O-])=O)=[CH:6][N:5]=1. The catalyst is CO. The product is [Cl:3][C:4]1[N:5]=[CH:6][C:7]([NH2:11])=[CH:8][C:9]=1[CH3:10]. The yield is 0.420. (3) The reactants are C([N-]C(C)C)(C)C.[Li+].[CH3:9][C:10]1[CH:11]=[C:12]([NH:21][C:22]2[N:27]=[C:26]([C:28]([F:31])([F:30])[F:29])[CH:25]=[CH:24][N:23]=2)[CH:13]=[C:14]([C:16]2[S:20][CH:19]=[N:18][CH:17]=2)[CH:15]=1.[CH:32]1([C:35]([CH:43]2[CH2:45][CH2:44]2)=[N:36][S@@:37]([C:39]([CH3:42])([CH3:41])[CH3:40])=[O:38])[CH2:34][CH2:33]1.C(O)(=O)C. The catalyst is O1CCCC1. The product is [CH:43]1([C:35]([CH:32]2[CH2:34][CH2:33]2)([C:19]2[S:20][C:16]([C:14]3[CH:13]=[C:12]([NH:21][C:22]4[N:27]=[C:26]([C:28]([F:29])([F:31])[F:30])[CH:25]=[CH:24][N:23]=4)[CH:11]=[C:10]([CH3:9])[CH:15]=3)=[CH:17][N:18]=2)[NH:36][S@@:37]([C:39]([CH3:41])([CH3:42])[CH3:40])=[O:38])[CH2:45][CH2:44]1. The yield is 0.760. (4) The reactants are [OH:1][CH2:2][C:3]1[CH:4]=[CH:5][C:6]2[S:11][CH2:10][C:9](=[O:12])[NH:8][C:7]=2[CH:13]=1. The catalyst is C1COCC1.C(Cl)(Cl)Cl. The product is [O:12]=[C:9]1[NH:8][C:7]2[CH:13]=[C:3]([CH:2]=[O:1])[CH:4]=[CH:5][C:6]=2[S:11][CH2:10]1. The yield is 0.560. (5) The reactants are [CH2:1]([C:3]1([CH2:7][O:8][C:9]2[CH:14]=[CH:13][C:12]([N+:15]([O-])=O)=[CH:11][CH:10]=2)[CH2:6][O:5][CH2:4]1)[CH3:2].C1COCC1.CCO.[Cl-].[NH4+]. The catalyst is [Fe].O. The product is [CH2:1]([C:3]1([CH2:7][O:8][C:9]2[CH:10]=[CH:11][C:12]([NH2:15])=[CH:13][CH:14]=2)[CH2:4][O:5][CH2:6]1)[CH3:2]. The yield is 0.980. (6) The product is [C:16]([C:15]1[CH:18]=[C:11]([C:10]#[C:9][C:4]2[CH:5]=[CH:6][C:7]([F:8])=[C:2]([NH:1][S:20]([CH3:19])(=[O:22])=[O:21])[CH:3]=2)[CH:12]=[N:13][CH:14]=1)#[N:17]. The reactants are [NH2:1][C:2]1[CH:3]=[C:4]([C:9]#[C:10][C:11]2[CH:12]=[N:13][CH:14]=[C:15]([CH:18]=2)[C:16]#[N:17])[CH:5]=[CH:6][C:7]=1[F:8].[CH3:19][S:20](Cl)(=[O:22])=[O:21]. The yield is 0.200. The catalyst is N1C=CC=CC=1.O1CCCC1.O.